Dataset: Forward reaction prediction with 1.9M reactions from USPTO patents (1976-2016). Task: Predict the product of the given reaction. (1) Given the reactants [NH:1]1[CH2:11][CH2:10][CH:4]([C:5](OCC)=O)[CH2:3][CH2:2]1.C([N:14]([CH2:17][CH3:18])[CH2:15][CH3:16])C.[C:19](OC(=O)OC(C)(C)C)(C)(C)[CH3:20].[O:31]1[CH2:36][CH2:35]OCC1.O, predict the reaction product. The product is: [C:4]1([CH:10]2[C:35]3([CH2:16][CH2:15][NH:14][CH2:17][CH2:18]3)[C:36](=[O:31])[NH:1][CH2:11]2)[CH:3]=[CH:2][CH:20]=[CH:19][CH:5]=1. (2) The product is: [Br:3][C:4]1[CH:5]=[C:6]([CH:19]=[CH:20][C:21]=1[F:22])[CH2:7][N:8]([CH:16]([CH3:18])[CH3:17])[C:9]([C:11]1[N:15]=[CH:14][N:13]([CH3:23])[N:12]=1)=[O:10]. Given the reactants [H-].[Na+].[Br:3][C:4]1[CH:5]=[C:6]([CH:19]=[CH:20][C:21]=1[F:22])[CH2:7][N:8]([CH:16]([CH3:18])[CH3:17])[C:9]([C:11]1[N:15]=[CH:14][NH:13][N:12]=1)=[O:10].[CH3:23]N(C)C=O.CI, predict the reaction product.